From a dataset of Reaction yield outcomes from USPTO patents with 853,638 reactions. Predict the reaction yield, written as a fraction of the theoretical maximum amount of product (1.0 means a 100% yield; for example, 0.34 means a 34% yield). (1) The reactants are [Br:1][C:2]1[CH:7]=[CH:6][C:5]([CH2:8][CH2:9][CH2:10][C:11]([NH:13][C:14]2[CH:19]=[CH:18][C:17]([S:20]([CH2:23][CH3:24])(=[O:22])=[O:21])=[C:16]([C:25]#[N:26])[CH:15]=2)=[O:12])=[C:4](C)[CH:3]=1.N[C:29]1C=CC(S(C(C)C)(=O)=O)=C(C=1)C#N.BrC1C=CC(CCCC(Cl)=O)=CC=1. The product is [Br:1][C:2]1[CH:7]=[CH:6][C:5]([CH2:8][CH2:9][CH2:10][C:11]([NH:13][C:14]2[CH:19]=[CH:18][C:17]([S:20]([CH:23]([CH3:24])[CH3:29])(=[O:22])=[O:21])=[C:16]([C:25]#[N:26])[CH:15]=2)=[O:12])=[CH:4][CH:3]=1. No catalyst specified. The yield is 0.920. (2) The reactants are [CH:1]1[C:10]2[C:11]3[CH2:17][NH:16][CH2:15][CH2:14][CH2:13][C:12]=3[N:8]3[C:9]=2[C:4]([CH2:5][CH2:6][CH2:7]3)=[CH:3][CH:2]=1.[SiH](CC)(CC)CC. The catalyst is C(O)(C(F)(F)F)=O. The product is [CH:1]1[C:10]2[C@H:11]3[CH2:17][NH:16][CH2:15][CH2:14][CH2:13][C@H:12]3[N:8]3[C:9]=2[C:4]([CH2:5][CH2:6][CH2:7]3)=[CH:3][CH:2]=1. The yield is 0.830. (3) The reactants are Br[CH2:2][C:3]([N:5]([CH2:16][CH2:17][C:18]([O:20][CH2:21][C:22]1[CH:27]=[CH:26][CH:25]=[CH:24][CH:23]=1)=[O:19])[CH2:6][CH2:7][O:8][Si:9]([C:12]([CH3:15])([CH3:14])[CH3:13])([CH3:11])[CH3:10])=[O:4].CCN(CC)CC.[Si:35]([O:42][CH2:43][CH2:44][NH2:45])([C:38]([CH3:41])([CH3:40])[CH3:39])([CH3:37])[CH3:36]. The catalyst is C1COCC1.CCOC(C)=O. The product is [Si:9]([O:8][CH2:7][CH2:6][N:5]([CH2:16][CH2:17][C:18]([O:20][CH2:21][C:22]1[CH:27]=[CH:26][CH:25]=[CH:24][CH:23]=1)=[O:19])[C:3](=[O:4])[CH2:2][NH:45][CH2:44][CH2:43][O:42][Si:35]([CH3:36])([CH3:37])[C:38]([CH3:39])([CH3:40])[CH3:41])([C:12]([CH3:15])([CH3:14])[CH3:13])([CH3:11])[CH3:10]. The yield is 0.600. (4) The reactants are Br[CH2:2][C:3]([CH:5]1[CH2:10][CH2:9][CH2:8][CH2:7][CH2:6]1)=[O:4].C1N2CN3CN(C2)C[N:12]1C3.C(Cl)(Cl)[Cl:22]. No catalyst specified. The product is [ClH:22].[NH2:12][CH2:2][C:3]([CH:5]1[CH2:10][CH2:9][CH2:8][CH2:7][CH2:6]1)=[O:4]. The yield is 0.800. (5) The product is [CH3:41][C:13]1[CH:14]=[C:15]2[C:20](=[C:21]([N:22]3[CH2:28][CH2:27][CH2:26][N:25]([CH2:29][C:30]4[CH:34]=[CH:33][N:32]([C:35]5[CH:36]=[CH:37][CH:38]=[CH:39][CH:40]=5)[N:31]=4)[CH2:24][CH2:23]3)[C:12]=1[O:11][CH2:10][C:9]([N:7]1[CH2:6][CH:5]([C:3]([OH:4])=[O:2])[CH2:8]1)=[O:42])[N:19]=[CH:18][CH:17]=[CH:16]2. The catalyst is C1COCC1. The reactants are C[O:2][C:3]([CH:5]1[CH2:8][N:7]([C:9](=[O:42])[CH2:10][O:11][C:12]2[C:21]([N:22]3[CH2:28][CH2:27][CH2:26][N:25]([CH2:29][C:30]4[CH:34]=[CH:33][N:32]([C:35]5[CH:40]=[CH:39][CH:38]=[CH:37][CH:36]=5)[N:31]=4)[CH2:24][CH2:23]3)=[C:20]3[C:15]([CH:16]=[CH:17][CH:18]=[N:19]3)=[CH:14][C:13]=2[CH3:41])[CH2:6]1)=[O:4].[OH-].[Na+].Cl. The yield is 0.660. (6) The catalyst is C(OCC)(=O)C. The yield is 0.430. The product is [Cl:4][C:5]1[CH:6]=[C:7]2[C:12](=[CH:13][C:14]=1[OH:15])[O:11][CH2:10][CH2:9][CH:8]2[C:16]([O:18][CH2:1][CH3:2])=[O:17]. The reactants are [CH2:1](O)[CH3:2].[Cl:4][C:5]1[CH:6]=[C:7]2[C:12](=[CH:13][C:14]=1[OH:15])[O:11][CH2:10][CH2:9][CH:8]2[C:16]([OH:18])=[O:17].S(=O)(=O)(O)O. (7) The product is [Cl:12][C:13]1[N:18]=[CH:17][C:16]([S:19]([N:8]2[CH2:9][CH2:10][N:5]([CH2:4][CH2:3][CH:2]([CH3:11])[CH3:1])[CH2:6][CH2:7]2)(=[O:21])=[O:20])=[CH:15][CH:14]=1. The catalyst is C(Cl)Cl. The yield is 0.830. The reactants are [CH3:1][CH:2]([CH3:11])[CH2:3][CH2:4][N:5]1[CH2:10][CH2:9][NH:8][CH2:7][CH2:6]1.[Cl:12][C:13]1[N:18]=[CH:17][C:16]([S:19](Cl)(=[O:21])=[O:20])=[CH:15][CH:14]=1.Cl.